Dataset: Forward reaction prediction with 1.9M reactions from USPTO patents (1976-2016). Task: Predict the product of the given reaction. (1) The product is: [CH3:14][S:15]([N:1]1[C:9]2[C:4](=[CH:5][CH:6]=[CH:7][CH:8]=2)[C:3]([CH:10]=[O:11])=[CH:2]1)(=[O:17])=[O:16]. Given the reactants [NH:1]1[C:9]2[C:4](=[CH:5][CH:6]=[CH:7][CH:8]=2)[C:3]([CH:10]=[O:11])=[CH:2]1.[H-].[Na+].[CH3:14][S:15](Cl)(=[O:17])=[O:16].O, predict the reaction product. (2) Given the reactants [NH2:1][C:2]1[N:7]=[C:6]([C:8]([O:10]C)=[O:9])[CH:5]=[C:4](Cl)[N:3]=1.[C:13]1(B(O)O)[CH:18]=[CH:17][CH:16]=[CH:15][CH:14]=1.C([O-])(O)=O.[Na+], predict the reaction product. The product is: [NH2:1][C:2]1[N:7]=[C:6]([C:8]([OH:10])=[O:9])[CH:5]=[C:4]([C:13]2[CH:18]=[CH:17][CH:16]=[CH:15][CH:14]=2)[N:3]=1. (3) Given the reactants CC(O)C.[Cl:5][C:6]1[CH:11]=[CH:10][C:9]([C@@H:12]([CH:17]([C:22]([O:24][CH3:25])=[O:23])[C:18](OC)=[O:19])[CH2:13][N+:14]([O-])=O)=[CH:8][CH:7]=1, predict the reaction product. The product is: [Cl:5][C:6]1[CH:11]=[CH:10][C:9]([C@@H:12]2[CH2:13][NH:14][C:18](=[O:19])[C@H:17]2[C:22]([O:24][CH3:25])=[O:23])=[CH:8][CH:7]=1. (4) Given the reactants FC1C=C2C(=CC=1)N=C(C(NC(=O)OC(C)(C)C)C)C(C1C=CC=CN=1)=C2C(=O)NC.Cl.O1CCOCC1.[NH2:39][CH:40]([C:42]1[C:51]([C:52]2[CH:57]=[CH:56][CH:55]=[CH:54][N:53]=2)=[C:50]([C:58]([NH:60][CH3:61])=[O:59])[C:49]2[C:44](=[CH:45][CH:46]=[C:47]([F:62])[CH:48]=2)[N:43]=1)[CH3:41].[NH2:63][C:64]1[C:69]([C:70]#[N:71])=[C:68](Cl)[N:67]=[CH:66][N:65]=1.CCN(C(C)C)C(C)C, predict the reaction product. The product is: [NH2:63][C:64]1[N:65]=[CH:66][N:67]=[C:68]([NH:39][CH:40]([C:42]2[C:51]([C:52]3[CH:57]=[CH:56][CH:55]=[CH:54][N:53]=3)=[C:50]([C:58]([NH:60][CH3:61])=[O:59])[C:49]3[C:44](=[CH:45][CH:46]=[C:47]([F:62])[CH:48]=3)[N:43]=2)[CH3:41])[C:69]=1[C:70]#[N:71]. (5) Given the reactants [H-].[H-].[H-].[H-].[Li+].[Al+3].[CH3:7][C:8]1([C:13]2[CH:14]=[C:15]([CH:18]=[CH:19][CH:20]=2)[C:16]#[N:17])[O:12][CH2:11][CH2:10][O:9]1, predict the reaction product. The product is: [CH3:7][C:8]1([C:13]2[CH:14]=[C:15]([CH2:16][NH2:17])[CH:18]=[CH:19][CH:20]=2)[O:9][CH2:10][CH2:11][O:12]1. (6) Given the reactants Cl[C:2]1[N:9]=[CH:8][CH:7]=[CH:6][C:3]=1[CH:4]=O.[ClH:10].[CH2:11]([NH2:13])C.[OH-:14].[Na+].C(N(CC)CC)C.C(OC(=O)C)(=[O:25])C.C([O-])(O)=O.[Na+], predict the reaction product. The product is: [Cl:10][C:2]1[C:3](/[CH:4]=[CH:11]/[N+:13]([O-:25])=[O:14])=[CH:6][CH:7]=[CH:8][N:9]=1. (7) Given the reactants CC1C=CC(S(O[CH2:12][C@:13]23[CH2:19][C@H:18]2[C@:17]([C:22]2[CH:27]=[C:26]([Br:28])[CH:25]=[CH:24][C:23]=2[F:29])([CH2:20][F:21])[N:16]=[C:15]([N:30]([C:39]([O:41][C:42]([CH3:45])([CH3:44])[CH3:43])=[O:40])[CH2:31][O:32][CH2:33][CH2:34][Si:35]([CH3:38])([CH3:37])[CH3:36])[S:14]3)(=O)=O)=CC=1.[N-:46]=[N+:47]=[N-:48].[Na+], predict the reaction product. The product is: [C:42]([O:41][C:39](=[O:40])[N:30]([C:15]1[S:14][C@:13]2([CH2:12][N:46]=[N+:47]=[N-:48])[C@H:18]([C@:17]([C:22]3[CH:27]=[C:26]([Br:28])[CH:25]=[CH:24][C:23]=3[F:29])([CH2:20][F:21])[N:16]=1)[CH2:19]2)[CH2:31][O:32][CH2:33][CH2:34][Si:35]([CH3:36])([CH3:38])[CH3:37])([CH3:45])([CH3:43])[CH3:44].